From a dataset of Forward reaction prediction with 1.9M reactions from USPTO patents (1976-2016). Predict the product of the given reaction. (1) Given the reactants [Si:1]([O:8][C@@H:9]1[CH2:14][CH2:13][C@H:12](/[C:15](=[C:20](\[CH2:25][C:26]2[CH:31]=[CH:30][C:29]([OH:32])=[CH:28][CH:27]=2)/[C:21]([O:23][CH3:24])=[O:22])/[C:16]([O:18][CH3:19])=[O:17])[CH2:11][CH2:10]1)([C:4]([CH3:7])([CH3:6])[CH3:5])([CH3:3])[CH3:2].C(=O)([O-])[O-].[Cs+].[Cs+].Br[CH2:40][CH2:41][NH:42][C:43](=[O:49])[O:44][C:45]([CH3:48])([CH3:47])[CH3:46], predict the reaction product. The product is: [C:45]([O:44][C:43]([NH:42][CH2:41][CH2:40][O:32][C:29]1[CH:28]=[CH:27][C:26]([CH2:25]/[C:20](=[C:15](\[C@H:12]2[CH2:13][CH2:14][C@@H:9]([O:8][Si:1]([C:4]([CH3:7])([CH3:6])[CH3:5])([CH3:3])[CH3:2])[CH2:10][CH2:11]2)/[C:16]([O:18][CH3:19])=[O:17])/[C:21]([O:23][CH3:24])=[O:22])=[CH:31][CH:30]=1)=[O:49])([CH3:48])([CH3:47])[CH3:46]. (2) Given the reactants C(=O)([O-])[O-].[Cs+].[Cs+].[CH:7]1([C:13]([C:15]2[CH:20]=[C:19]([CH2:21][CH3:22])[CH:18]=[CH:17][C:16]=2[OH:23])=[O:14])[CH2:12][CH2:11][CH2:10][CH2:9][CH2:8]1.[CH2:24]([O:26][C:27](=[O:48])[C:28]([O:31][C:32]1[CH:37]=[CH:36][C:35]([O:38][CH2:39][CH2:40][CH:41](OS(C)(=O)=O)[CH3:42])=[CH:34][CH:33]=1)([CH3:30])[CH3:29])[CH3:25], predict the reaction product. The product is: [CH2:24]([O:26][C:27](=[O:48])[C:28]([O:31][C:32]1[CH:33]=[CH:34][C:35]([O:38][CH2:39][CH2:40][CH:41]([O:23][C:16]2[CH:17]=[CH:18][C:19]([CH2:21][CH3:22])=[CH:20][C:15]=2[C:13]([CH:7]2[CH2:8][CH2:9][CH2:10][CH2:11][CH2:12]2)=[O:14])[CH3:42])=[CH:36][CH:37]=1)([CH3:29])[CH3:30])[CH3:25].